This data is from Blood-brain barrier permeability classification from the B3DB database. The task is: Regression/Classification. Given a drug SMILES string, predict its absorption, distribution, metabolism, or excretion properties. Task type varies by dataset: regression for continuous measurements (e.g., permeability, clearance, half-life) or binary classification for categorical outcomes (e.g., BBB penetration, CYP inhibition). Dataset: b3db_classification. (1) The drug is NC(N)=Nc1nc(-c2ccccc2)cs1. The result is 1 (penetrates BBB). (2) The compound is O=C(/C=C\c1cccc2cccnc12)N(Cc1ccco1)C[C@@H]1CCCO1. The result is 0 (does not penetrate BBB).